Dataset: Full USPTO retrosynthesis dataset with 1.9M reactions from patents (1976-2016). Task: Predict the reactants needed to synthesize the given product. (1) Given the product [CH3:1][N:2]([C:8]([O:10][C:11]([CH3:14])([CH3:13])[CH3:12])=[O:9])[CH:3]([CH2:5][CH:6]=[CH2:7])[CH3:4], predict the reactants needed to synthesize it. The reactants are: [CH3:1][NH:2][CH:3]([CH2:5][CH:6]=[CH2:7])[CH3:4].[C:8](O[C:8]([O:10][C:11]([CH3:14])([CH3:13])[CH3:12])=[O:9])([O:10][C:11]([CH3:14])([CH3:13])[CH3:12])=[O:9]. (2) Given the product [CH2:1]([O:3][C:4](=[O:27])[CH2:5][N:6]([CH2:7][CH2:8][NH:9][S:10]([C:13]1[S:14][C:15]([C:18]2[CH:23]=[CH:22][C:21]([N+:24]([O-:26])=[O:25])=[CH:20][CH:19]=2)=[N:16][N:17]=1)(=[O:12])=[O:11])[C:38](=[O:39])[CH2:37][N:28]1[CH:36]=[C:34]([CH3:35])[C:32](=[O:33])[NH:31][C:29]1=[O:30])[CH3:2], predict the reactants needed to synthesize it. The reactants are: [CH2:1]([O:3][C:4](=[O:27])[CH2:5][NH:6][CH2:7][CH2:8][NH:9][S:10]([C:13]1[S:14][C:15]([C:18]2[CH:23]=[CH:22][C:21]([N+:24]([O-:26])=[O:25])=[CH:20][CH:19]=2)=[N:16][N:17]=1)(=[O:12])=[O:11])[CH3:2].[N:28]1([CH2:37][C:38](O)=[O:39])[CH:36]=[C:34]([CH3:35])[C:32](=[O:33])[NH:31][C:29]1=[O:30]. (3) The reactants are: [N:1]1([C:5]([C:7]2[N:8]([CH3:15])[N:9]=[CH:10][C:11]=2[N+:12]([O-])=O)=[O:6])[CH2:4][CH2:3][CH2:2]1. Given the product [NH2:12][C:11]1[CH:10]=[N:9][N:8]([CH3:15])[C:7]=1[C:5]([N:1]1[CH2:4][CH2:3][CH2:2]1)=[O:6], predict the reactants needed to synthesize it.